From a dataset of Reaction yield outcomes from USPTO patents with 853,638 reactions. Predict the reaction yield, written as a fraction of the theoretical maximum amount of product (1.0 means a 100% yield; for example, 0.34 means a 34% yield). (1) The reactants are Cl.[F:2][C:3]1[CH:4]=[C:5]([C:9](=[NH:11])[NH2:10])[CH:6]=[CH:7][CH:8]=1.[Cl:12][C:13]([SH:16])(Cl)Cl.[OH-].[Na+]. The catalyst is ClCCl.O. The product is [Cl:12][C:13]1[S:16][N:10]=[C:9]([C:5]2[CH:6]=[CH:7][CH:8]=[C:3]([F:2])[CH:4]=2)[N:11]=1. The yield is 0.710. (2) The reactants are Cl[C:2]1[N:7]=[C:6]([NH:8][C:9]2[C:14]([CH3:15])=[CH:13][C:12]([CH3:16])=[CH:11][C:10]=2[CH3:17])[N:5]=[C:4]([NH:18][C:19]2[CH:26]=[CH:25][C:22]([C:23]#[N:24])=[CH:21][CH:20]=2)[N:3]=1.[NH3:27]. The catalyst is CC(O)C.O1CCOCC1. The product is [NH2:27][C:2]1[N:7]=[C:6]([NH:8][C:9]2[C:14]([CH3:15])=[CH:13][C:12]([CH3:16])=[CH:11][C:10]=2[CH3:17])[N:5]=[C:4]([NH:18][C:19]2[CH:26]=[CH:25][C:22]([C:23]#[N:24])=[CH:21][CH:20]=2)[N:3]=1. The yield is 0.661. (3) The reactants are [Cl:1][CH2:2][C:3]1[N:7]([CH3:8])[N:6]=[C:5]([N:9]2[CH2:13][CH2:12][CH2:11][CH2:10]2)[N:4]=1.[C:14]1([P:20]([C:27]2[CH:32]=[CH:31][CH:30]=[CH:29][CH:28]=2)[C:21]2[CH:26]=[CH:25][CH:24]=[CH:23][CH:22]=2)[CH:19]=[CH:18][CH:17]=[CH:16][CH:15]=1. The catalyst is C(#N)C. The product is [Cl-:1].[CH3:8][N:7]1[C:3]([CH2:2][P+:20]([C:21]2[CH:22]=[CH:23][CH:24]=[CH:25][CH:26]=2)([C:27]2[CH:32]=[CH:31][CH:30]=[CH:29][CH:28]=2)[C:14]2[CH:15]=[CH:16][CH:17]=[CH:18][CH:19]=2)=[N:4][C:5]([N:9]2[CH2:13][CH2:12][CH2:11][CH2:10]2)=[N:6]1. The yield is 0.940. (4) The reactants are [Na].[Br:2][C:3]1[CH:8]=[CH:7][C:6]([OH:9])=[CH:5][CH:4]=1.Cl[C:11]1[N:19]=[CH:18][CH:17]=[CH:16][C:12]=1[C:13](O)=[O:14]. The catalyst is CO. The product is [Br:2][C:3]1[CH:8]=[C:7]2[C:6](=[CH:5][CH:4]=1)[O:9][C:11]1[N:19]=[CH:18][CH:17]=[CH:16][C:12]=1[C:13]2=[O:14]. The yield is 0.0800. (5) The reactants are N[C:2]1[C:10]([F:11])=[CH:9][CH:8]=[CH:7][C:3]=1[C:4]([OH:6])=[O:5].C(#N)C.[BrH:15].N([O-])=O.[Na+]. The catalyst is O.[Cu]Br. The product is [Br:15][C:2]1[C:10]([F:11])=[CH:9][CH:8]=[CH:7][C:3]=1[C:4]([OH:6])=[O:5]. The yield is 1.00. (6) The product is [Si:21]([O:20][CH:17]1[CH2:18][CH2:19][CH:14]([NH:13][C:12]2[NH:8][N:9]=[CH:10][CH:11]=2)[CH2:15][CH2:16]1)([C:24]([CH3:27])([CH3:26])[CH3:25])([CH3:22])[CH3:23]. The yield is 0.690. The reactants are C([N:8]1[C:12]([NH:13][CH:14]2[CH2:19][CH2:18][CH:17]([O:20][Si:21]([C:24]([CH3:27])([CH3:26])[CH3:25])([CH3:23])[CH3:22])[CH2:16][CH2:15]2)=[CH:11][CH:10]=[N:9]1)C1C=CC=CC=1.C(O)(=O)C.C([O-])=O.[NH4+].C(OCC)(=O)C. The catalyst is C(O)C.[OH-].[Pd+2].[OH-]. (7) The yield is 0.390. The product is [OH:31][CH2:32][C:33]1[C:34]([N:48]2[CH2:60][CH2:59][N:51]3[C:52]4[CH2:53][CH2:54][CH2:55][CH2:56][C:57]=4[CH:58]=[C:50]3[C:49]2=[O:61])=[N:35][CH:36]=[CH:37][C:38]=1[C:2]1[CH:3]=[C:4]([NH:11][C:12]2[CH:17]=[CH:16][C:15]([N:18]3[CH2:23][CH2:22][N:21]([CH:24]4[CH2:25][O:26][CH2:27]4)[CH2:20][CH2:19]3)=[CH:14][N:13]=2)[C:5]2[N:6]([CH:8]=[CH:9][N:10]=2)[CH:7]=1. The reactants are Cl[C:2]1[CH:3]=[C:4]([NH:11][C:12]2[CH:17]=[CH:16][C:15]([N:18]3[CH2:23][CH2:22][N:21]([CH:24]4[CH2:27][O:26][CH2:25]4)[CH2:20][CH2:19]3)=[CH:14][N:13]=2)[C:5]2[N:6]([CH:8]=[CH:9][N:10]=2)[CH:7]=1.C([O:31][CH2:32][C:33]1[C:34]([N:48]2[CH2:60][CH2:59][N:51]3[C:52]4[CH2:53][CH2:54][CH2:55][CH2:56][C:57]=4[CH:58]=[C:50]3[C:49]2=[O:61])=[N:35][CH:36]=[CH:37][C:38]=1B1OC(C)(C)C(C)(C)O1)(=O)C.P(C1CCCCC1)(C1CCCCC1)C1CCCCC1.C([O-])([O-])=O.[Cs+].[Cs+]. The catalyst is C1C=CC(/C=C/C(/C=C/C2C=CC=CC=2)=O)=CC=1.C1C=CC(/C=C/C(/C=C/C2C=CC=CC=2)=O)=CC=1.C1C=CC(/C=C/C(/C=C/C2C=CC=CC=2)=O)=CC=1.[Pd].[Pd].O.O1CCOCC1. (8) The reactants are CCCC[N+](CCCC)(CCCC)CCCC.[F-].C[Si](C)(C)[C:21]#[C:22][CH2:23][CH2:24][N:25]1[CH:33]=[C:32]2[C:27]([CH:28]=[CH:29][CH:30]=[CH:31]2)=[N:26]1.C[Si](C)(C)C#CCCN1C2C(=CC=CC=2)C=N1.C(N1C2C(=CC=CC=2)C=N1)CC#C. The catalyst is C1COCC1.O. The product is [CH2:24]([N:25]1[CH:33]=[C:32]2[C:27]([CH:28]=[CH:29][CH:30]=[CH:31]2)=[N:26]1)[CH2:23][C:22]#[CH:21]. The yield is 0.910. (9) The reactants are [B-](F)(F)(F)F.[CH3:6][N:7](C(ON1C(=O)CCC1=O)=[N+](C)C)[CH3:8].[OH:21][CH:22]([C:24]1[CH:25]=[C:26]([C:41]([OH:43])=O)[CH:27]=[C:28]2[C:33]=1[O:32][C:31]([N:34]1[CH2:39][CH2:38][O:37][CH2:36][CH2:35]1)=[CH:30][C:29]2=[O:40])[CH3:23].CCN(C(C)C)C(C)C.CNC. The catalyst is C(Cl)Cl. The product is [OH:21][CH:22]([C:24]1[CH:25]=[C:26]([C:41]([N:7]([CH3:8])[CH3:6])=[O:43])[CH:27]=[C:28]2[C:33]=1[O:32][C:31]([N:34]1[CH2:39][CH2:38][O:37][CH2:36][CH2:35]1)=[CH:30][C:29]2=[O:40])[CH3:23]. The yield is 0.990. (10) The yield is 0.600. The product is [CH3:1][O:2][C:3]([C:4]1[C:9]([O:10][CH2:24][CH2:23][CH2:22][O:15][C:16]2[CH:21]=[CH:20][CH:19]=[CH:18][CH:17]=2)=[CH:8][CH:7]=[C:6]([Br:11])[N:5]=1)=[O:12]. The catalyst is CC(N(C)C)=O. The reactants are [CH3:1][O:2][C:3](=[O:12])[C:4]1[C:9]([OH:10])=[CH:8][CH:7]=[C:6]([Br:11])[N:5]=1.[H-].[Na+].[O:15]([CH2:22][CH2:23][CH2:24]Br)[C:16]1[CH:21]=[CH:20][CH:19]=[CH:18][CH:17]=1.